From a dataset of Peptide-MHC class II binding affinity with 134,281 pairs from IEDB. Regression. Given a peptide amino acid sequence and an MHC pseudo amino acid sequence, predict their binding affinity value. This is MHC class II binding data. (1) The peptide sequence is KNPLKFDNTYFTELL. The MHC is DRB1_0101 with pseudo-sequence DRB1_0101. The binding affinity (normalized) is 0.219. (2) The peptide sequence is APPPQLPRPPATPPP. The MHC is HLA-DPA10103-DPB10402 with pseudo-sequence HLA-DPA10103-DPB10402. The binding affinity (normalized) is 0.0587. (3) The MHC is DRB1_0301 with pseudo-sequence DRB1_0301. The binding affinity (normalized) is 0.105. The peptide sequence is LSVTEQSEFYFPRAP.